From a dataset of Peptide-MHC class II binding affinity with 134,281 pairs from IEDB. Regression. Given a peptide amino acid sequence and an MHC pseudo amino acid sequence, predict their binding affinity value. This is MHC class II binding data. (1) The peptide sequence is QGFIFFFLFNILTGK. The MHC is DRB1_0301 with pseudo-sequence DRB1_0301. The binding affinity (normalized) is 0.558. (2) The peptide sequence is ACQGVGGPSHKARVLAEA. The MHC is DRB1_1302 with pseudo-sequence DRB1_1302. The binding affinity (normalized) is 0.0469. (3) The peptide sequence is TNDRKWCFEGPEEHE. The MHC is DRB3_0301 with pseudo-sequence DRB3_0301. The binding affinity (normalized) is 0.333.